From a dataset of Forward reaction prediction with 1.9M reactions from USPTO patents (1976-2016). Predict the product of the given reaction. (1) Given the reactants C(OC([C:6]1[N:16]([CH:17]([CH3:27])[CH2:18][NH:19][C:20](OC(C)(C)C)=[O:21])[C:9]2=[N:10][C:11]([Cl:15])=[C:12]([CH3:14])[CH:13]=[C:8]2[CH:7]=1)=O)C.FC(F)(F)C(O)=O.C(=O)([O-])[O-].[K+].[K+].O, predict the reaction product. The product is: [Cl:15][C:11]1[N:10]=[C:9]2[C:8](=[CH:13][C:12]=1[CH3:14])[CH:7]=[C:6]1[N:16]2[CH:17]([CH3:27])[CH2:18][NH:19][C:20]1=[O:21]. (2) Given the reactants [CH3:1][O:2][C:3]1[CH:8]=[CH:7][C:6]([C:9]([O:11][CH3:12])=[O:10])=[CH:5][C:4]=1[S:13]([NH:16][C@@H:17]1[CH2:21][CH2:20][N:19]([C:22](OC(C)(C)C)=O)[CH2:18]1)(=[O:15])=[O:14].Cl.CC[N:32](C(C)C)C(C)C.BrC#N.C(O)C(N)(CO)CO, predict the reaction product. The product is: [C:22]([N:19]1[CH2:20][CH2:21][C@@H:17]([NH:16][S:13]([C:4]2[CH:5]=[C:6]([CH:7]=[CH:8][C:3]=2[O:2][CH3:1])[C:9]([O:11][CH3:12])=[O:10])(=[O:14])=[O:15])[CH2:18]1)#[N:32]. (3) Given the reactants [F:1][C:2]1[CH:7]=[CH:6][C:5]([C:8]2[S:16][C:15]3[C:14](=[O:17])[N:13]([CH:18]4[CH2:23][CH2:22][N:21]([C:24]([O:26][C:27]([CH3:30])([CH3:29])[CH3:28])=[O:25])[CH2:20][CH2:19]4)[C:12](=[O:31])[NH:11][C:10]=3[CH:9]=2)=[C:4]([O:32][CH3:33])[CH:3]=1.Cl[CH2:35][C:36]1[O:40][N:39]=[C:38]([CH2:41][O:42][CH3:43])[N:37]=1.C(=O)([O-])[O-].[K+].[K+], predict the reaction product. The product is: [F:1][C:2]1[CH:7]=[CH:6][C:5]([C:8]2[S:16][C:15]3[C:14](=[O:17])[N:13]([CH:18]4[CH2:23][CH2:22][N:21]([C:24]([O:26][C:27]([CH3:28])([CH3:29])[CH3:30])=[O:25])[CH2:20][CH2:19]4)[C:12](=[O:31])[N:11]([CH2:35][C:36]4[O:40][N:39]=[C:38]([CH2:41][O:42][CH3:43])[N:37]=4)[C:10]=3[CH:9]=2)=[C:4]([O:32][CH3:33])[CH:3]=1.